Dataset: Full USPTO retrosynthesis dataset with 1.9M reactions from patents (1976-2016). Task: Predict the reactants needed to synthesize the given product. Given the product [C:12]([O:11][C:9]([N:3]1[C:4]([Br:8])=[CH:5][CH:6]=[CH:7][CH:2]1[NH2:1])=[O:10])([CH3:15])([CH3:14])[CH3:13], predict the reactants needed to synthesize it. The reactants are: [NH2:1][C:2]1[CH:7]=[CH:6][CH:5]=[C:4]([Br:8])[N:3]=1.[C:9](O[C:9]([O:11][C:12]([CH3:15])([CH3:14])[CH3:13])=[O:10])([O:11][C:12]([CH3:15])([CH3:14])[CH3:13])=[O:10].